Dataset: NCI-60 drug combinations with 297,098 pairs across 59 cell lines. Task: Regression. Given two drug SMILES strings and cell line genomic features, predict the synergy score measuring deviation from expected non-interaction effect. (1) Drug 1: COC1=C(C=C2C(=C1)N=CN=C2NC3=CC(=C(C=C3)F)Cl)OCCCN4CCOCC4. Drug 2: CN(C)C1=NC(=NC(=N1)N(C)C)N(C)C. Cell line: HL-60(TB). Synergy scores: CSS=20.8, Synergy_ZIP=4.35, Synergy_Bliss=7.08, Synergy_Loewe=-14.5, Synergy_HSA=3.63. (2) Synergy scores: CSS=26.4, Synergy_ZIP=-15.5, Synergy_Bliss=-6.66, Synergy_Loewe=-7.81, Synergy_HSA=-3.14. Drug 1: C1=C(C(=O)NC(=O)N1)N(CCCl)CCCl. Drug 2: CC1=C2C(C(=O)C3(C(CC4C(C3C(C(C2(C)C)(CC1OC(=O)C(C(C5=CC=CC=C5)NC(=O)OC(C)(C)C)O)O)OC(=O)C6=CC=CC=C6)(CO4)OC(=O)C)O)C)O. Cell line: SNB-19. (3) Drug 1: CS(=O)(=O)CCNCC1=CC=C(O1)C2=CC3=C(C=C2)N=CN=C3NC4=CC(=C(C=C4)OCC5=CC(=CC=C5)F)Cl. Drug 2: C1C(C(OC1N2C=NC3=C2NC=NCC3O)CO)O. Cell line: NCI-H522. Synergy scores: CSS=16.9, Synergy_ZIP=-4.07, Synergy_Bliss=-3.48, Synergy_Loewe=-1.92, Synergy_HSA=-2.99. (4) Drug 1: CC1C(C(CC(O1)OC2CC(CC3=C2C(=C4C(=C3O)C(=O)C5=C(C4=O)C(=CC=C5)OC)O)(C(=O)CO)O)N)O.Cl. Drug 2: C1=CC=C(C(=C1)C(C2=CC=C(C=C2)Cl)C(Cl)Cl)Cl. Cell line: NCI-H460. Synergy scores: CSS=34.1, Synergy_ZIP=16.8, Synergy_Bliss=25.1, Synergy_Loewe=-46.7, Synergy_HSA=2.36. (5) Drug 1: CC1OCC2C(O1)C(C(C(O2)OC3C4COC(=O)C4C(C5=CC6=C(C=C35)OCO6)C7=CC(=C(C(=C7)OC)O)OC)O)O. Drug 2: CC1=CC2C(CCC3(C2CCC3(C(=O)C)OC(=O)C)C)C4(C1=CC(=O)CC4)C. Cell line: OVCAR-4. Synergy scores: CSS=-0.315, Synergy_ZIP=-2.00, Synergy_Bliss=-4.64, Synergy_Loewe=-5.22, Synergy_HSA=-4.21. (6) Drug 1: CCCCCOC(=O)NC1=NC(=O)N(C=C1F)C2C(C(C(O2)C)O)O. Drug 2: C1CNP(=O)(OC1)N(CCCl)CCCl. Cell line: CAKI-1. Synergy scores: CSS=-8.24, Synergy_ZIP=3.34, Synergy_Bliss=0.295, Synergy_Loewe=-5.80, Synergy_HSA=-6.28. (7) Drug 1: CS(=O)(=O)C1=CC(=C(C=C1)C(=O)NC2=CC(=C(C=C2)Cl)C3=CC=CC=N3)Cl. Drug 2: B(C(CC(C)C)NC(=O)C(CC1=CC=CC=C1)NC(=O)C2=NC=CN=C2)(O)O. Cell line: MDA-MB-435. Synergy scores: CSS=-3.61, Synergy_ZIP=4.30, Synergy_Bliss=2.72, Synergy_Loewe=-3.94, Synergy_HSA=-5.01. (8) Drug 1: CC12CCC3C(C1CCC2O)C(CC4=C3C=CC(=C4)O)CCCCCCCCCS(=O)CCCC(C(F)(F)F)(F)F. Drug 2: CC(C)CN1C=NC2=C1C3=CC=CC=C3N=C2N. Cell line: BT-549. Synergy scores: CSS=-3.51, Synergy_ZIP=1.14, Synergy_Bliss=-0.215, Synergy_Loewe=-1.17, Synergy_HSA=-2.60.